From a dataset of Full USPTO retrosynthesis dataset with 1.9M reactions from patents (1976-2016). Predict the reactants needed to synthesize the given product. (1) Given the product [CH2:17]([S:8][C:5]1[CH:6]=[CH:7][C:2]([OH:1])=[CH:3][CH:4]=1)[CH:16]=[CH2:15], predict the reactants needed to synthesize it. The reactants are: [OH:1][C:2]1[CH:7]=[CH:6][C:5]([SH:8])=[CH:4][CH:3]=1.C([O-])([O-])=O.[K+].[K+].[CH2:15](Br)[CH:16]=[CH2:17].Cl. (2) Given the product [C:1]([O:5][C:6]([NH:8][CH2:9][CH2:10][N:11]([CH2:29][CH2:30][NH:31][C:32]([O:34][C:35]([CH3:38])([CH3:37])[CH3:36])=[O:33])[C:12]([CH2:14][CH2:15][C@H:16]([NH:21][C:22]([O:24][C:25]([CH3:28])([CH3:27])[CH3:26])=[O:23])[C:17]([O:19][CH3:20])=[O:18])=[S:48])=[O:7])([CH3:4])([CH3:3])[CH3:2], predict the reactants needed to synthesize it. The reactants are: [C:1]([O:5][C:6]([NH:8][CH2:9][CH2:10][N:11]([CH2:29][CH2:30][NH:31][C:32]([O:34][C:35]([CH3:38])([CH3:37])[CH3:36])=[O:33])[C:12]([CH2:14][CH2:15][C@H:16]([NH:21][C:22]([O:24][C:25]([CH3:28])([CH3:27])[CH3:26])=[O:23])[C:17]([O:19][CH3:20])=[O:18])=O)=[O:7])([CH3:4])([CH3:3])[CH3:2].COC1C=CC(P2(SP(C3C=CC(OC)=CC=3)(=S)S2)=[S:48])=CC=1. (3) Given the product [NH2:20][C@H:7]1[C:8]2[C:13](=[CH:12][CH:11]=[C:10]([S:14]([CH:17]([CH3:19])[CH3:18])(=[O:16])=[O:15])[CH:9]=2)[N:4]([C:1](=[O:3])[CH3:2])[C@@H:5]([CH:32]2[CH2:34][CH2:33]2)[C@@H:6]1[CH3:31], predict the reactants needed to synthesize it. The reactants are: [C:1]([N:4]1[C:13]2[C:8](=[CH:9][C:10]([S:14]([CH:17]([CH3:19])[CH3:18])(=[O:16])=[O:15])=[CH:11][CH:12]=2)[C@H:7]([NH:20]C(=O)OCC2C=CC=CC=2)[C@@H:6]([CH3:31])[C@@H:5]1[CH:32]1[CH2:34][CH2:33]1)(=[O:3])[CH3:2]. (4) Given the product [O:40]=[C:38]([NH:41][C:42]1[CH:47]=[CH:46][CH:45]=[CH:44][CH:43]=1)[CH2:37][C:20]1[N:21]=[C:22]2[C:28]3[CH:29]=[CH:30][CH:31]=[CH:32][C:27]=3[NH:26][C:25]3[N:33]=[CH:34][CH:35]=[CH:36][C:24]=3[N:23]2[C:19]=1[C:16]1[CH:15]=[CH:14][C:13]([C:9]2([NH:8][C:6](=[O:7])[O:5][C:1]([CH3:4])([CH3:2])[CH3:3])[CH2:10][CH2:11][CH2:12]2)=[CH:18][CH:17]=1, predict the reactants needed to synthesize it. The reactants are: [C:1]([O:5][C:6]([NH:8][C:9]1([C:13]2[CH:18]=[CH:17][C:16]([C:19]3[N:23]4[C:24]5[CH:36]=[CH:35][CH:34]=[N:33][C:25]=5[NH:26][C:27]5[CH:32]=[CH:31][CH:30]=[CH:29][C:28]=5[C:22]4=[N:21][C:20]=3[CH2:37][C:38]([OH:40])=O)=[CH:15][CH:14]=2)[CH2:12][CH2:11][CH2:10]1)=[O:7])([CH3:4])([CH3:3])[CH3:2].[NH2:41][C:42]1[CH:47]=[CH:46][CH:45]=[CH:44][CH:43]=1.C(N=C=NCCCN(C)C)C.C(N(C(C)C)CC)(C)C. (5) Given the product [CH2:1]([C@@:4]1([C:20]2[CH:25]=[CH:24][CH:23]=[CH:22][C:21]=2[F:26])[O:9][C:8](=[O:10])[N:7]([C@H:11]([C:13]2[CH:18]=[CH:17][C:16]([C:31]3[CH:32]=[CH:33][C:28]([F:27])=[CH:29][CH:30]=3)=[CH:15][CH:14]=2)[CH3:12])[CH2:6][CH2:5]1)[CH:2]=[CH2:3], predict the reactants needed to synthesize it. The reactants are: [CH2:1]([C@@:4]1([C:20]2[CH:25]=[CH:24][CH:23]=[CH:22][C:21]=2[F:26])[O:9][C:8](=[O:10])[N:7]([C@H:11]([C:13]2[CH:18]=[CH:17][C:16](Br)=[CH:15][CH:14]=2)[CH3:12])[CH2:6][CH2:5]1)[CH:2]=[CH2:3].[F:27][C:28]1[CH:33]=[CH:32][C:31](B(O)O)=[CH:30][CH:29]=1.C([O-])([O-])=O.[Cs+].[Cs+]. (6) Given the product [Cl:1][C:2]1[CH:3]=[CH:4][C:5]2[O:10][CH:9]([C:11]([N:13]3[CH2:18][CH2:17][C:16]([CH2:19][C:20]4[CH:25]=[CH:24][C:23]([F:26])=[CH:22][CH:21]=4)([C:27]#[N:28])[CH2:15][CH2:14]3)=[O:12])[CH2:8][N:7]([C:29]3[N:34]=[N:35][NH:36][N:30]=3)[C:6]=2[CH:31]=1, predict the reactants needed to synthesize it. The reactants are: [Cl:1][C:2]1[CH:3]=[CH:4][C:5]2[O:10][CH:9]([C:11]([N:13]3[CH2:18][CH2:17][C:16]([C:27]#[N:28])([CH2:19][C:20]4[CH:25]=[CH:24][C:23]([F:26])=[CH:22][CH:21]=4)[CH2:15][CH2:14]3)=[O:12])[CH2:8][N:7]([C:29]#[N:30])[C:6]=2[CH:31]=1.[NH4+].[Cl-].[N-:34]=[N+:35]=[N-:36].[Na+]. (7) Given the product [CH3:1][O:2][C:3]1[C:4]2[N:5]([N:15]=[CH:16][C:17]=2[C:18]([OH:21])=[O:19])[CH:6]=[C:7]([C:9]2[CH:10]=[N:11][N:12]([CH3:14])[CH:13]=2)[CH:8]=1, predict the reactants needed to synthesize it. The reactants are: [CH3:1][O:2][C:3]1[C:4]2[N:5]([N:15]=[CH:16][C:17]=2[CH:18]=[O:19])[CH:6]=[C:7]([C:9]2[CH:10]=[N:11][N:12]([CH3:14])[CH:13]=2)[CH:8]=1.P([O-])(O)(O)=[O:21].[Na+].CC(=CC)C.Cl([O-])=O.[Na+]. (8) Given the product [CH3:8][S:9]([O:31][C@H:18]([C@@H:14]1[CH:15]=[CH:16][CH2:17][O:13]1)[CH2:19][NH:20][C:21]([O:22][CH2:23][C:24]1[CH:29]=[CH:28][CH:27]=[CH:26][CH:25]=1)=[O:30])(=[O:11])=[O:10], predict the reactants needed to synthesize it. The reactants are: C(N(CC)CC)C.[CH3:8][S:9](Cl)(=[O:11])=[O:10].[O:13]1[CH2:17][CH:16]=[CH:15][C@H:14]1[C@@H:18]([OH:31])[CH2:19][NH:20][C:21](=[O:30])[O:22][CH2:23][C:24]1[CH:29]=[CH:28][CH:27]=[CH:26][CH:25]=1. (9) Given the product [CH3:35][NH:36][CH:19]([C:21]1[CH:22]=[CH:23][C:24]2[O:29][CH2:28][C:27](=[O:30])[NH:26][C:25]=2[CH:31]=1)[CH2:18][N:15]1[CH2:16][CH2:17][N:12]([C:8]2[CH:7]=[CH:6][CH:5]=[C:4]3[C:9]=2[CH:10]=[CH:11][C:2]([CH3:1])=[N:3]3)[CH2:13][CH2:14]1, predict the reactants needed to synthesize it. The reactants are: [CH3:1][C:2]1[CH:11]=[CH:10][C:9]2[C:4](=[CH:5][CH:6]=[CH:7][C:8]=2[N:12]2[CH2:17][CH2:16][N:15]([CH2:18][C:19]([C:21]3[CH:22]=[CH:23][C:24]4[O:29][CH2:28][C:27](=[O:30])[NH:26][C:25]=4[CH:31]=3)=O)[CH2:14][CH2:13]2)[N:3]=1.Cl.CN.[C:35]([BH3-])#[N:36].[Na+].